Dataset: NCI-60 drug combinations with 297,098 pairs across 59 cell lines. Task: Regression. Given two drug SMILES strings and cell line genomic features, predict the synergy score measuring deviation from expected non-interaction effect. Drug 1: COC1=NC(=NC2=C1N=CN2C3C(C(C(O3)CO)O)O)N. Drug 2: CC1C(C(CC(O1)OC2CC(CC3=C2C(=C4C(=C3O)C(=O)C5=C(C4=O)C(=CC=C5)OC)O)(C(=O)CO)O)N)O.Cl. Cell line: MCF7. Synergy scores: CSS=19.9, Synergy_ZIP=-0.189, Synergy_Bliss=0.191, Synergy_Loewe=-22.7, Synergy_HSA=-4.22.